Dataset: Catalyst prediction with 721,799 reactions and 888 catalyst types from USPTO. Task: Predict which catalyst facilitates the given reaction. Reactant: [NH2:1][C:2]1[CH:11]=[C:10]2[C:5]([CH:6]([CH2:12][CH2:13][CH2:14][CH3:15])[O:7][C:8]2=[O:9])=[CH:4][CH:3]=1.[C:16]([OH:25])(=[O:24])[CH:17]([CH:19]([C:21]([OH:23])=[O:22])[OH:20])[OH:18]. Product: [C:21]([CH:19]([CH:17]([C:16]([OH:25])=[O:24])[OH:18])[OH:20])([OH:23])=[O:22].[NH2:1][C:2]1[CH:11]=[C:10]2[C:5]([C@@H:6]([CH2:12][CH2:13][CH2:14][CH3:15])[O:7][C:8]2=[O:9])=[CH:4][CH:3]=1. The catalyst class is: 5.